This data is from Full USPTO retrosynthesis dataset with 1.9M reactions from patents (1976-2016). The task is: Predict the reactants needed to synthesize the given product. (1) Given the product [Cl:12][C:6]1[N:7]=[CH:8][C:9]2[C:4]([CH:5]=1)=[CH:3][C:2]([C:16]([OH:17])=[O:22])=[CH:11][CH:10]=2, predict the reactants needed to synthesize it. The reactants are: Br[C:2]1[CH:3]=[C:4]2[C:9](=[CH:10][CH:11]=1)[CH:8]=[N:7][C:6]([Cl:12])=[CH:5]2.C[Si](C)(C)C[CH2:16][OH:17].CS(C)=[O:22]. (2) Given the product [CH3:17][N:2]([CH3:1])[C:3]1[CH:4]=[CH:5][C:6]2[CH:9]([OH:14])[CH2:10][CH2:11][CH:12]=[CH:13][C:7]=2[CH:8]=1, predict the reactants needed to synthesize it. The reactants are: [CH3:1][N:2]([CH3:17])[C:3]1[CH:8]=[CH:7][C:6]([CH:9]([OH:14])[CH2:10][CH2:11][CH:12]=[CH2:13])=[C:5](C=C)[CH:4]=1. (3) Given the product [ClH:43].[F:39][CH:20]([C:22]1[CH:23]=[CH:24][C:25]2[O:30][CH2:29][C:28](=[O:31])[NH:27][C:26]=2[CH:32]=1)[CH2:19][N:16]1[CH2:17][CH2:18][N:13]([C:4]2[CH:3]=[C:2]([F:1])[CH:11]=[C:10]3[C:5]=2[CH:6]=[CH:7][C:8]([CH3:12])=[N:9]3)[CH2:14][CH2:15]1, predict the reactants needed to synthesize it. The reactants are: [F:1][C:2]1[CH:11]=[C:10]2[C:5]([CH:6]=[CH:7][C:8]([CH3:12])=[N:9]2)=[C:4]([N:13]2[CH2:18][CH2:17][N:16]([CH2:19][CH:20]([C:22]3[CH:23]=[CH:24][C:25]4[O:30][CH2:29][C:28](=[O:31])[NH:27][C:26]=4[CH:32]=3)O)[CH2:15][CH2:14]2)[CH:3]=1.CCN(S(F)(F)[F:39])CC.C(Cl)[Cl:43]. (4) The reactants are: [CH:1]([C:3]1[CH:23]=[CH:22][C:6]2[NH:7][C:8]([C@@H:10]3[CH2:14][CH2:13][CH2:12][N:11]3[C:15]([O:17][C:18]([CH3:21])([CH3:20])[CH3:19])=[O:16])=[N:9][C:5]=2[CH:4]=1)=O.[F:24][C:25]1[CH:31]=[CH:30][C:28]([NH2:29])=[CH:27][CH:26]=1.C(O)(=O)C.C([BH3-])#N.[Na+]. Given the product [F:24][C:25]1[CH:31]=[CH:30][C:28]([NH:29][CH2:1][C:3]2[CH:23]=[CH:22][C:6]3[NH:7][C:8]([C@@H:10]4[CH2:14][CH2:13][CH2:12][N:11]4[C:15]([O:17][C:18]([CH3:21])([CH3:20])[CH3:19])=[O:16])=[N:9][C:5]=3[CH:4]=2)=[CH:27][CH:26]=1, predict the reactants needed to synthesize it. (5) Given the product [C:38]([N:27]1[CH2:28][CH2:29][CH2:30][C@H:26]1[C:8]1[N:4]2[CH:5]=[CH:6][N:7]=[C:2]([NH2:1])[C:3]2=[C:10]([C:11]2[CH:25]=[CH:24][C:14]([C:15]([NH:17][C:18]3[CH:23]=[CH:22][CH:21]=[CH:20][N:19]=3)=[O:16])=[CH:13][CH:12]=2)[N:9]=1)(=[O:41])[CH:39]=[CH2:40], predict the reactants needed to synthesize it. The reactants are: [NH2:1][C:2]1[C:3]2[N:4]([C:8]([C@@H:26]3[CH2:30][CH2:29][CH2:28][NH:27]3)=[N:9][C:10]=2[C:11]2[CH:25]=[CH:24][C:14]([C:15]([NH:17][C:18]3[CH:23]=[CH:22][CH:21]=[CH:20][N:19]=3)=[O:16])=[CH:13][CH:12]=2)[CH:5]=[CH:6][N:7]=1.C(N(CC)CC)C.[C:38](Cl)(=[O:41])[CH:39]=[CH2:40].